From a dataset of Reaction yield outcomes from USPTO patents with 853,638 reactions. Predict the reaction yield, written as a fraction of the theoretical maximum amount of product (1.0 means a 100% yield; for example, 0.34 means a 34% yield). (1) The reactants are [Br:1][C:2]1[CH:3]=[C:4]([C:8]23[CH2:17][CH2:16][O:15][CH2:14][CH:13]2[CH2:12][S:11][C:10]([NH:18][C:19](=[O:25])[O:20][C:21]([CH3:24])([CH3:23])[CH3:22])=[N:9]3)[CH:5]=[CH:6][CH:7]=1.CO. The catalyst is C(#N)C. The product is [Br:1][C:2]1[CH:3]=[C:4]([C@:8]23[CH2:17][CH2:16][O:15][CH2:14][CH:13]2[CH2:12][S:11][C:10]([NH:18][C:19](=[O:25])[O:20][C:21]([CH3:23])([CH3:22])[CH3:24])=[N:9]3)[CH:5]=[CH:6][CH:7]=1. The yield is 0.470. (2) The reactants are [NH:1]1[CH:5]=[CH:4][CH:3]=[N:2]1.[H-].[Na+].F[C:9]1[CH:19]=[CH:18][C:12]([C:13]([O:15][CH2:16][CH3:17])=[O:14])=[CH:11][CH:10]=1. The catalyst is CS(C)=O. The product is [N:1]1([C:9]2[CH:19]=[CH:18][C:12]([C:13]([O:15][CH2:16][CH3:17])=[O:14])=[CH:11][CH:10]=2)[CH:5]=[CH:4][CH:3]=[N:2]1. The yield is 0.790.